This data is from Forward reaction prediction with 1.9M reactions from USPTO patents (1976-2016). The task is: Predict the product of the given reaction. (1) Given the reactants Br[C:2]1[CH:7]=[CH:6][CH:5]=[C:4]([Br:8])[N:3]=1.[H-].[Na+].[F:11][C:12]([F:16])([F:15])[CH2:13][OH:14], predict the reaction product. The product is: [Br:8][C:4]1[CH:5]=[CH:6][CH:7]=[C:2]([O:14][CH2:13][C:12]([F:16])([F:15])[F:11])[N:3]=1. (2) Given the reactants [NH2:1][C@@H:2]1[CH2:7][CH2:6][CH2:5][CH2:4][C@H:3]1[NH:8][C:9]([NH:11][C:12]1[C:17]([C:18]([F:21])([F:20])[F:19])=[CH:16][CH:15]=[CH:14][C:13]=1[Cl:22])=O, predict the reaction product. The product is: [ClH:22].[Cl:22][C:13]1[CH:14]=[CH:15][CH:16]=[C:17]([C:18]([F:21])([F:20])[F:19])[C:12]=1[N:11]=[C:9]1[NH:8][C@@H:3]2[CH2:4][CH2:5][CH2:6][CH2:7][C@H:2]2[NH:1]1. (3) Given the reactants [CH2:1]([O:8][CH2:9][CH2:10][CH2:11][O:12][C:13]1[CH:18]=[CH:17][C:16]([CH:19]2[CH2:24][CH2:23][N:22]([C:25]([O:27][C:28]([CH3:31])([CH3:30])[CH3:29])=[O:26])[CH2:21][CH:20]2[OH:32])=[CH:15][CH:14]=1)[C:2]1[CH:7]=[CH:6][CH:5]=[CH:4][CH:3]=1.Br.Br[CH2:35][C:36]1[CH:37]=[C:38]2[C:43](=[CH:44][CH:45]=1)[CH:42]=[N:41][CH:40]=[CH:39]2, predict the reaction product. The product is: [CH2:1]([O:8][CH2:9][CH2:10][CH2:11][O:12][C:13]1[CH:18]=[CH:17][C:16]([CH:19]2[CH2:24][CH2:23][N:22]([C:25]([O:27][C:28]([CH3:29])([CH3:31])[CH3:30])=[O:26])[CH2:21][CH:20]2[O:32][CH2:35][C:36]2[CH:37]=[C:38]3[C:43](=[CH:44][CH:45]=2)[CH:42]=[N:41][CH:40]=[CH:39]3)=[CH:15][CH:14]=1)[C:2]1[CH:3]=[CH:4][CH:5]=[CH:6][CH:7]=1. (4) Given the reactants Cl[C:2]1[N:7]=[C:6]([C:8]2[C:9]([C:17]3[CH:18]=[C:19]([NH:23]C(=O)C(F)(F)F)[CH:20]=[CH:21][CH:22]=3)=[N:10][N:11]3[CH:16]=[CH:15][CH:14]=[CH:13][C:12]=23)[CH:5]=[CH:4][N:3]=1.[CH3:30][N:31]([CH2:33][C:34]1[CH:35]=[C:36]([CH:38]=[CH:39][CH:40]=1)[NH2:37])[CH3:32].Cl, predict the reaction product. The product is: [NH2:23][C:19]1[CH:18]=[C:17]([C:9]2[C:8]([C:6]3[CH:5]=[CH:4][N:3]=[C:2]([NH:37][C:36]4[CH:38]=[CH:39][CH:40]=[C:34]([CH2:33][N:31]([CH3:30])[CH3:32])[CH:35]=4)[N:7]=3)=[C:12]3[CH:13]=[CH:14][CH:15]=[CH:16][N:11]3[N:10]=2)[CH:22]=[CH:21][CH:20]=1. (5) Given the reactants O(C(C)(C)C)[Na].Cl[C:8]1[C:13]([Cl:14])=[N:12][CH:11]=[CH:10][N:9]=1.[O:15]([CH2:22][CH2:23][OH:24])[C:16]1[CH:21]=[CH:20][CH:19]=[CH:18][CH:17]=1, predict the reaction product. The product is: [Cl:14][C:13]1[C:8]([O:24][CH2:23][CH2:22][O:15][C:16]2[CH:21]=[CH:20][CH:19]=[CH:18][CH:17]=2)=[N:9][CH:10]=[CH:11][N:12]=1. (6) Given the reactants [CH3:1][C:2]1[CH:3]=[C:4]([CH:7]2[CH2:12][CH2:11][N:10]([C:13]([O:15][C:16]([CH3:19])([CH3:18])[CH3:17])=[O:14])[CH2:9][CH2:8]2)[S:5][CH:6]=1.CO.[Br:22]N1C(=O)CCC1=O, predict the reaction product. The product is: [Br:22][C:6]1[S:5][C:4]([CH:7]2[CH2:8][CH2:9][N:10]([C:13]([O:15][C:16]([CH3:19])([CH3:18])[CH3:17])=[O:14])[CH2:11][CH2:12]2)=[CH:3][C:2]=1[CH3:1]. (7) Given the reactants [F:1][C:2]1[CH:7]=[C:6]([F:8])[CH:5]=[CH:4][C:3]=1[C:9]1[N:10]2[C:15]([CH:16]=[CH:17][CH:18]=1)=[C:14]([C:19]1[C:27]([F:28])=[CH:26][C:22]([C:23]([OH:25])=O)=[CH:21][C:20]=1[F:29])[C:13](=[O:30])[CH:12]=[CH:11]2.C(Cl)CCl.C1C=CC2N(O)N=NC=2C=1.O[N:46]=[C:47]([NH2:49])[CH3:48], predict the reaction product. The product is: [F:29][C:20]1[CH:21]=[C:22]([C:23]2[O:25][N:49]=[C:47]([CH3:48])[N:46]=2)[CH:26]=[C:27]([F:28])[C:19]=1[C:14]1[C:13](=[O:30])[CH:12]=[CH:11][N:10]2[C:15]=1[CH:16]=[CH:17][CH:18]=[C:9]2[C:3]1[CH:4]=[CH:5][C:6]([F:8])=[CH:7][C:2]=1[F:1].